From a dataset of Forward reaction prediction with 1.9M reactions from USPTO patents (1976-2016). Predict the product of the given reaction. (1) Given the reactants [CH2:1]([NH2:4])[CH2:2][NH2:3].[CH3:5][O:6][C:7]1[CH:12]=[CH:11][C:10]([C:13]([CH:15]=O)=O)=[CH:9][CH:8]=1.[BH4-].[Na+], predict the reaction product. The product is: [CH3:5][O:6][C:7]1[CH:12]=[CH:11][C:10]([CH:13]2[CH2:15][NH:4][CH2:1][CH2:2][NH:3]2)=[CH:9][CH:8]=1. (2) Given the reactants [Br:1][C:2]1[CH:3]=[C:4]([CH:27]=[CH:28][C:29]=1[C:30]([CH3:33])([CH3:32])[CH3:31])[C:5]([NH:7][C:8](=[S:26])[NH:9][C:10]1[CH:15]=[CH:14][C:13]([NH:16][C:17](=[O:25])[CH2:18][CH2:19][CH2:20][CH2:21][N:22]([CH3:24])[CH3:23])=[CH:12][CH:11]=1)=[O:6].[ClH:34], predict the reaction product. The product is: [ClH:34].[Br:1][C:2]1[CH:3]=[C:4]([CH:27]=[CH:28][C:29]=1[C:30]([CH3:33])([CH3:32])[CH3:31])[C:5]([NH:7][C:8](=[S:26])[NH:9][C:10]1[CH:11]=[CH:12][C:13]([NH:16][C:17](=[O:25])[CH2:18][CH2:19][CH2:20][CH2:21][N:22]([CH3:23])[CH3:24])=[CH:14][CH:15]=1)=[O:6]. (3) Given the reactants [NH2:1][C:2]1[CH:10]=[CH:9][C:5]([C:6]([NH2:8])=[O:7])=[CH:4][CH:3]=1.I[C:12]1[CH:13]=[C:14]([CH3:19])[CH:15]=[C:16]([CH3:18])[CH:17]=1, predict the reaction product. The product is: [NH2:1][C:2]1[CH:10]=[CH:9][C:5]([C:6]([NH:8][C:12]2[CH:17]=[C:16]([CH3:18])[CH:15]=[C:14]([CH3:19])[CH:13]=2)=[O:7])=[CH:4][CH:3]=1. (4) Given the reactants [Cl:1][C:2]1[CH:7]=[C:6]([Cl:8])[CH:5]=[CH:4][C:3]=1[C:9]1[N:10]=[C:11](/[CH:16]=[CH:17]/[C:18]2[CH:23]=[CH:22][C:21]([O:24][CH3:25])=[CH:20][CH:19]=2)[N:12]([CH2:14][CH3:15])[CH:13]=1.C1(O)C=CC=CC=1.BrC[CH2:35][CH2:36][CH2:37][CH2:38][C:39]([O:41]CC)=[O:40], predict the reaction product. The product is: [Cl:1][C:2]1[CH:7]=[C:6]([Cl:8])[CH:5]=[CH:4][C:3]=1[C:9]1[N:10]=[C:11](/[CH:16]=[CH:17]/[C:18]2[CH:19]=[CH:20][C:21]([O:24][CH2:25][CH2:35][CH2:36][CH2:37][CH2:38][C:39]([OH:41])=[O:40])=[CH:22][CH:23]=2)[N:12]([CH2:14][CH3:15])[CH:13]=1. (5) Given the reactants [C:1]([CH:3]1[CH2:6][N:5]([C:7]([O:9][C:10]([CH3:13])([CH3:12])[CH3:11])=[O:8])[CH2:4]1)#[N:2].C[Si]([N-][Si](C)(C)C)(C)C.[Li+].Br[CH2:25][CH2:26][CH2:27][Cl:28], predict the reaction product. The product is: [Cl:28][CH2:27][CH2:26][CH2:25][C:3]1([C:1]#[N:2])[CH2:6][N:5]([C:7]([O:9][C:10]([CH3:13])([CH3:12])[CH3:11])=[O:8])[CH2:4]1.